Dataset: Reaction yield outcomes from USPTO patents with 853,638 reactions. Task: Predict the reaction yield, written as a fraction of the theoretical maximum amount of product (1.0 means a 100% yield; for example, 0.34 means a 34% yield). (1) The reactants are [OH:1][C:2]1[CH:7]=[CH:6][C:5]([NH:8][C:9](=[O:11])[CH3:10])=[CH:4][C:3]=1[C:12]1[N:13]([CH3:17])[N:14]=[CH:15][CH:16]=1.C1(P(C2C=CC=CC=2)C2C=CC=CC=2)C=CC=CC=1.[CH3:37][N:38]([CH3:42])[CH2:39][CH2:40]O.N(C(OC(C)C)=O)=NC(OC(C)C)=O. The catalyst is C1COCC1. The product is [CH3:37][N:38]([CH3:42])[CH2:39][CH2:40][O:1][C:2]1[CH:7]=[CH:6][C:5]([NH:8][C:9](=[O:11])[CH3:10])=[CH:4][C:3]=1[C:12]1[N:13]([CH3:17])[N:14]=[CH:15][CH:16]=1. The yield is 0.512. (2) The reactants are [CH3:1][N:2]([CH3:36])[C:3]([C:5]1[C:6]([NH:29][CH:30]2[CH2:35][CH2:34][O:33][CH2:32][CH2:31]2)=[C:7]2[C:24]([CH3:25])=[N:23][N:22]([CH:26]([CH3:28])[CH3:27])[C:8]2=[N:9][C:10]=1[C:11]1[CH:16]=[CH:15][CH:14]=[C:13]([O:17][CH2:18][CH:19]2[CH2:21][O:20]2)[CH:12]=1)=[O:4].[CH3:37][NH2:38]. The catalyst is CO. The product is [CH3:36][N:2]([CH3:1])[C:3]([C:5]1[C:6]([NH:29][CH:30]2[CH2:31][CH2:32][O:33][CH2:34][CH2:35]2)=[C:7]2[C:24]([CH3:25])=[N:23][N:22]([CH:26]([CH3:27])[CH3:28])[C:8]2=[N:9][C:10]=1[C:11]1[CH:16]=[CH:15][CH:14]=[C:13]([O:17][CH2:18][CH:19]([OH:20])[CH2:21][NH:38][CH3:37])[CH:12]=1)=[O:4]. The yield is 0.570. (3) The reactants are [NH2:1][C:2]1[CH:3]=[N:4][CH:5]=[CH:6][C:7]=1[NH:8][C:9]1[CH:14]=[CH:13][C:12]([NH:15]C(=O)OC(C)(C)C)=[CH:11][CH:10]=1.[C:23]([CH2:25][C:26](OCC)=O)#[N:24].[N:31]([O-:33])=O.[Na+].[OH-].[Na+].[NH2:37]O. The catalyst is CO.Cl.O. The product is [NH2:15][C:12]1[CH:11]=[CH:10][C:9]([N:8]2[C:7]3[CH:6]=[CH:5][N:4]=[CH:3][C:2]=3[N:1]=[C:26]2[C:25]2[C:23]([NH2:37])=[N:24][O:33][N:31]=2)=[CH:14][CH:13]=1. The yield is 0.200.